Dataset: Forward reaction prediction with 1.9M reactions from USPTO patents (1976-2016). Task: Predict the product of the given reaction. (1) Given the reactants C(=O)([O-])[O-].[K+].[K+].Br[CH2:8][CH2:9][N:10]=[C:11]=[S:12].[Cl:13][C:14]1[C:15]([O:24][C:25]2[CH:29]=[C:28]([CH3:30])[NH:27][N:26]=2)=[N:16][CH:17]=[C:18]([C:20]([F:23])([F:22])[F:21])[CH:19]=1.Cl, predict the reaction product. The product is: [CH:9]([NH:10][C:11]([N:27]1[C:28]([CH3:30])=[CH:29][C:25]([O:24][C:15]2[C:14]([Cl:13])=[CH:19][C:18]([C:20]([F:23])([F:22])[F:21])=[CH:17][N:16]=2)=[N:26]1)=[S:12])=[CH2:8]. (2) Given the reactants [N+:1]([C:4]1[CH:13]=[CH:12][CH:11]=[C:10]2[C:5]=1[CH:6]=[CH:7][CH:8]=[C:9]2[C:14]([OH:16])=O)([O-:3])=[O:2].[CH3:17][O:18][C:19]1[C:26]([O:27][CH3:28])=[CH:25][CH:24]=[CH:23][C:20]=1[CH2:21][NH2:22], predict the reaction product. The product is: [CH3:17][O:18][C:19]1[C:26]([O:27][CH3:28])=[CH:25][CH:24]=[CH:23][C:20]=1[CH2:21][NH:22][C:14]([C:9]1[C:10]2[C:5](=[C:4]([N+:1]([O-:3])=[O:2])[CH:13]=[CH:12][CH:11]=2)[CH:6]=[CH:7][CH:8]=1)=[O:16].